Dataset: Full USPTO retrosynthesis dataset with 1.9M reactions from patents (1976-2016). Task: Predict the reactants needed to synthesize the given product. (1) Given the product [Br:12][CH2:11][C:4]1[C:3]([O:2][CH3:1])=[CH:8][CH:7]=[C:6]([O:9][CH3:10])[N:5]=1, predict the reactants needed to synthesize it. The reactants are: [CH3:1][O:2][C:3]1[C:4]([CH3:11])=[N:5][C:6]([O:9][CH3:10])=[CH:7][CH:8]=1.[Br:12]N1C(=O)CCC1=O.C(O)(=O)C. (2) Given the product [O:8]=[C:6]1[C@@H:2]([NH:1][C:16](=[O:17])[O:18][CH2:19][C:20]2[CH:25]=[CH:24][CH:23]=[CH:22][CH:21]=2)[CH2:3][CH2:4][O:7]1, predict the reactants needed to synthesize it. The reactants are: [NH2:1][C@H:2]([C:6]([OH:8])=[O:7])[CH2:3][CH2:4]O.C(=O)([O-])O.[Na+].O.Cl[C:16]([O:18][CH2:19][C:20]1[CH:25]=[CH:24][CH:23]=[CH:22][CH:21]=1)=[O:17]. (3) Given the product [Cl:24][C:14]1[CH:13]=[N:12][N:9]2[CH:10]=[CH:11][C:6]([NH:5][C:3](=[O:4])[C:2]([F:1])([F:15])[F:16])=[CH:7][C:8]=12, predict the reactants needed to synthesize it. The reactants are: [F:1][C:2]([F:16])([F:15])[C:3]([NH:5][C:6]1[CH:11]=[CH:10][N:9]2[N:12]=[CH:13][CH:14]=[C:8]2[CH:7]=1)=[O:4].C1C(=O)N([Cl:24])C(=O)C1. (4) Given the product [F:1][C:2]1[CH:3]=[C:4]([CH:5]=[C:6]([F:9])[C:7]=1[F:8])[CH2:10][O:11][C:13]1[CH:29]=[C:17]2[NH:18][CH2:19][CH2:20][CH2:21][N:16]2[C:15](=[O:30])[N:14]=1, predict the reactants needed to synthesize it. The reactants are: [F:1][C:2]1[CH:3]=[C:4]([CH2:10][OH:11])[CH:5]=[C:6]([F:9])[C:7]=1[F:8].Cl[C:13]1[CH:29]=[C:17]2[N:18](C(OC(C)(C)C)=O)[CH2:19][CH2:20][CH2:21][N:16]2[C:15](=[O:30])[N:14]=1. (5) Given the product [CH:12]([CH:9]1[C:8](=[O:15])[N:7]([CH3:16])[C:6]2[CH:5]=[C:4]([C:17]#[N:18])[CH:3]=[C:2]([C:24]3[C:23]4[CH:35]=[CH:36][N:37]([S:38]([C:41]5[CH:46]=[CH:45][C:44]([CH3:47])=[CH:43][CH:42]=5)(=[O:40])=[O:39])[C:22]=4[C:21](=[O:48])[N:20]([CH3:19])[CH:25]=3)[C:11]=2[O:10]1)([CH3:14])[CH3:13], predict the reactants needed to synthesize it. The reactants are: Br[C:2]1[C:11]2[O:10][CH:9]([CH:12]([CH3:14])[CH3:13])[C:8](=[O:15])[N:7]([CH3:16])[C:6]=2[CH:5]=[C:4]([C:17]#[N:18])[CH:3]=1.[CH3:19][N:20]1[CH:25]=[C:24](B2OC(C)(C)C(C)(C)O2)[C:23]2[CH:35]=[CH:36][N:37]([S:38]([C:41]3[CH:46]=[CH:45][C:44]([CH3:47])=[CH:43][CH:42]=3)(=[O:40])=[O:39])[C:22]=2[C:21]1=[O:48].C(=O)([O-])[O-].[K+].[K+].ClCCl. (6) Given the product [N:30]1[CH:35]=[CH:34][C:33]([CH2:36][NH:37][C:2]2[N:10]=[C:9]3[C:5]([N:6]=[CH:7][N:8]3[CH2:11][C:12]3[CH:17]=[CH:16][C:15]([CH2:18][OH:19])=[CH:14][CH:13]=3)=[C:4]([NH2:20])[N:3]=2)=[CH:32][CH:31]=1, predict the reactants needed to synthesize it. The reactants are: Cl[C:2]1[N:10]=[C:9]2[C:5]([N:6]=[CH:7][N:8]2[CH2:11][C:12]2[CH:17]=[CH:16][C:15]([CH2:18][OH:19])=[CH:14][CH:13]=2)=[C:4]([NH2:20])[N:3]=1.C(N(C(C)C)C(C)C)C.[N:30]1[CH:35]=[CH:34][C:33]([CH2:36][NH2:37])=[CH:32][CH:31]=1.O.